This data is from Forward reaction prediction with 1.9M reactions from USPTO patents (1976-2016). The task is: Predict the product of the given reaction. (1) Given the reactants Cl.[CH2:2]([O:9][C:10]1[CH:15]=[CH:14][C:13]([NH2:16])=[CH:12][CH:11]=1)[C:3]1[CH:8]=[CH:7][CH:6]=[CH:5][CH:4]=1.C([Mg]Br)C.[Cl:21][C:22]1[CH:29]=[CH:28][CH:27]=[CH:26][C:23]=1[C:24]#[N:25].O, predict the reaction product. The product is: [CH2:2]([O:9][C:10]1[CH:11]=[CH:12][C:13]([NH:16][C:24]([C:23]2[CH:26]=[CH:27][CH:28]=[CH:29][C:22]=2[Cl:21])=[NH:25])=[CH:14][CH:15]=1)[C:3]1[CH:4]=[CH:5][CH:6]=[CH:7][CH:8]=1. (2) Given the reactants [Cl:1][C:2]1[C:3]([N:8]2[C:12]([CH2:13][C:14]3[C:19]([CH2:20][CH2:21][CH3:22])=[N:18][C:17](Cl)=[CH:16][N:15]=3)=[CH:11][CH:10]=[N:9]2)=[N:4][CH:5]=[CH:6][CH:7]=1.[CH3:24][OH:25], predict the reaction product. The product is: [Cl:1][C:2]1[C:3]([N:8]2[C:12]([CH2:13][C:14]3[C:19]([CH2:20][CH2:21][CH3:22])=[N:18][C:17]([O:25][CH3:24])=[CH:16][N:15]=3)=[CH:11][CH:10]=[N:9]2)=[N:4][CH:5]=[CH:6][CH:7]=1.